From a dataset of Forward reaction prediction with 1.9M reactions from USPTO patents (1976-2016). Predict the product of the given reaction. (1) Given the reactants [N+:1]([C:4]1[CH:5]=[C:6]([CH:14]=[CH:15][CH:16]=1)[CH2:7][N:8]1[CH2:13][CH2:12][O:11][CH2:10][CH2:9]1)([O-])=O.[H][H], predict the reaction product. The product is: [N:8]1([CH2:7][C:6]2[CH:5]=[C:4]([NH2:1])[CH:16]=[CH:15][CH:14]=2)[CH2:13][CH2:12][O:11][CH2:10][CH2:9]1. (2) The product is: [C:40]([O:43][C:44]([NH:46][CH2:47][CH2:48][CH2:49][C@H:50]([NH:55][CH2:37][C:4]1[CH:3]=[C:2]([Cl:1])[C:17]([O:18][CH2:19][C:20]2[CH:25]=[CH:24][CH:23]=[C:22]([C:26]3[CH:35]=[CH:34][C:29]4[O:30][CH2:31][CH2:32][O:33][C:28]=4[CH:27]=3)[C:21]=2[CH3:36])=[CH:16][C:5]=1[O:6][CH2:7][C:8]1[CH:9]=[N:10][CH:11]=[C:12]([C:13]#[N:14])[CH:15]=1)[C:51]([O:53][CH3:54])=[O:52])=[O:45])([CH3:39])([CH3:41])[CH3:42]. Given the reactants [Cl:1][C:2]1[C:17]([O:18][CH2:19][C:20]2[CH:25]=[CH:24][CH:23]=[C:22]([C:26]3[CH:35]=[CH:34][C:29]4[O:30][CH2:31][CH2:32][O:33][C:28]=4[CH:27]=3)[C:21]=2[CH3:36])=[CH:16][C:5]([O:6][CH2:7][C:8]2[CH:9]=[N:10][CH:11]=[C:12]([CH:15]=2)[C:13]#[N:14])=[C:4]([CH:37]=O)[CH:3]=1.[CH3:39][C:40]([O:43][C:44]([NH:46][CH2:47][CH2:48][CH2:49][C@H:50]([NH2:55])[C:51]([O:53][CH3:54])=[O:52])=[O:45])([CH3:42])[CH3:41].Cl.[Na], predict the reaction product. (3) The product is: [CH2:3]([O:5][C:6](=[O:28])[CH2:7][C:8]1[CH:13]=[CH:12][N:11]=[C:10]([C:14]2[CH:19]=[CH:18][C:17]([C:20]([F:21])([F:23])[F:22])=[CH:16][C:15]=2[CH2:24][N:25]([C:32]([CH:29]2[CH2:31][CH2:30]2)=[O:33])[CH2:26][CH3:27])[CH:9]=1)[CH3:4]. Given the reactants Cl.Cl.[CH2:3]([O:5][C:6](=[O:28])[CH2:7][C:8]1[CH:13]=[CH:12][N:11]=[C:10]([C:14]2[CH:19]=[CH:18][C:17]([C:20]([F:23])([F:22])[F:21])=[CH:16][C:15]=2[CH2:24][NH:25][CH2:26][CH3:27])[CH:9]=1)[CH3:4].[CH:29]1([C:32](Cl)=[O:33])[CH2:31][CH2:30]1, predict the reaction product. (4) The product is: [CH:1]([O:4][C:5]1[CH:10]=[CH:9][C:8]([S:11](=[O:13])(=[O:14])[NH2:12])=[CH:7][C:6]=1[NH:15][C:16]1[S:17][CH:18]=[C:19]([C:21]2[CH:22]=[CH:23][C:24]([CH:27]3[CH2:32][CH2:31][N:30]([C:33]([O:35][C:36]([CH3:38])([CH3:37])[CH3:39])=[O:34])[CH2:29][CH2:28]3)=[N:25][CH:26]=2)[N:20]=1)([CH3:3])[CH3:2]. Given the reactants [CH:1]([O:4][C:5]1[CH:10]=[CH:9][C:8]([S:11](=[O:14])(=[O:13])[NH2:12])=[CH:7][C:6]=1[NH:15][C:16]1[S:17][CH:18]=[C:19]([C:21]2[CH:22]=[CH:23][C:24]([C:27]3[CH2:32][CH2:31][N:30]([C:33]([O:35][C:36]([CH3:39])([CH3:38])[CH3:37])=[O:34])[CH2:29][CH:28]=3)=[N:25][CH:26]=2)[N:20]=1)([CH3:3])[CH3:2].[H][H], predict the reaction product. (5) Given the reactants [Cl:1][C:2]1[C:7]([F:8])=[CH:6][N:5]=[C:4]2[N:9]([CH2:13][O:14][CH2:15][CH2:16][Si:17]([CH3:20])([CH3:19])[CH3:18])[CH:10]=[C:11](I)[C:3]=12.[CH3:21][N:22](C)C=O.N#N, predict the reaction product. The product is: [Cl:1][C:2]1[C:7]([F:8])=[CH:6][N:5]=[C:4]2[N:9]([CH2:13][O:14][CH2:15][CH2:16][Si:17]([CH3:20])([CH3:19])[CH3:18])[CH:10]=[C:11]([C:21]#[N:22])[C:3]=12. (6) Given the reactants [NH2:1][C:2]1[CH:7]=[CH:6][C:5]([CH2:8][C:9]([NH:11][CH2:12][CH2:13][CH2:14][OH:15])=[O:10])=[CH:4][C:3]=1Br.[CH3:17][C:18]1([CH3:27])[CH2:23][CH2:22][C:21](B(O)O)=[CH:20][CH2:19]1, predict the reaction product. The product is: [NH2:1][C:2]1[CH:7]=[CH:6][C:5]([CH2:8][C:9]([NH:11][CH2:12][CH2:13][CH2:14][OH:15])=[O:10])=[CH:4][C:3]=1[C:21]1[CH2:22][CH2:23][C:18]([CH3:27])([CH3:17])[CH2:19][CH:20]=1. (7) Given the reactants [C:1]([O:5][C:6]([N:8]1[CH2:14][CH2:13][CH2:12][NH:11][CH2:10][CH2:9]1)=[O:7])([CH3:4])([CH3:3])[CH3:2].Cl[C:16]1[NH:17][C:18]2[CH:24]=[CH:23][CH:22]=[CH:21][C:19]=2[N:20]=1.C(N(CC)CC)C, predict the reaction product. The product is: [C:1]([O:5][C:6]([N:8]1[CH2:14][CH2:13][CH2:12][N:11]([C:16]2[NH:20][C:19]3[CH:21]=[CH:22][CH:23]=[CH:24][C:18]=3[N:17]=2)[CH2:10][CH2:9]1)=[O:7])([CH3:4])([CH3:2])[CH3:3].